From a dataset of Experimentally validated miRNA-target interactions with 360,000+ pairs, plus equal number of negative samples. Binary Classification. Given a miRNA mature sequence and a target amino acid sequence, predict their likelihood of interaction. (1) Result: 0 (no interaction). The protein sequence of the target gene is MEGASFGAGRAGAALDPVSFARRPQTLLRVASWVFSIAVFGPIVNEGYVNTDSGPELRCVFNGNAGACRFGVALGLGAFLACAAFLLLDVRFQQISSVRDRRRAVLLDLGFSGLWSFLWFVGFCFLTNQWQRTAPGPATTQAGDAARAAIAFSFFSILSWVALTVKALQRFRLGTDMSLFATEQLSTGASQAYPGYPVGSGVEGTETYQSPPFTETLDTSPKGYQVPAY. The miRNA is hsa-miR-579-3p with sequence UUCAUUUGGUAUAAACCGCGAUU. (2) The protein sequence of the target gene is MRLAGWGLRWAIALLIAVGEAAVEDNCGRNEFQCQDGKCISYKWVCDGTAECQDGSDESQETCKSVTCKMGDFSCGGRVNRCISGSWRCDGQVDCENGSDEEGCSPKTCSQDEFRCNDGKCIAPKFVCDLDLDCLDGSDEASCPMPTCGPANFQCNSSMCIPQLWACDGDPDCDDGSDEWPKHCGTPHPSGPLQDNNPCSALEFHCGSGECIHSSWHCDHDPDCKDKSDEENCAVATCRPDEFQCSDGTCIHGSRQCDREPDCKDLSDELGCVNVTLCEGPNKFKCQSGECISLDKVCNS.... The miRNA is hsa-miR-6763-3p with sequence CUCCCCGGCCUCUGCCCCCAG. Result: 0 (no interaction). (3) The miRNA is hsa-miR-1265 with sequence CAGGAUGUGGUCAAGUGUUGUU. The protein sequence of the target gene is MGNNCYNVVVIVLLLVGCEKVGAVQNSCDNCQPGTFCRKYNPVCKSCPPSTFSSIGGQPNCNICRVCAGYFRFKKFCSSTHNAECECIEGFHCLGPQCTRCEKDCRPGQELTKQGCKTCSLGTFNDQNGTGVCRPWTNCSLDGRSVLKTGTTEKDVVCGPPVVSFSPSTTISVTPEGGPGGHSLQVLTLFLALTSALLLALIFITLLFSVLKWIRKKFPHIFKQPFKKTTGAAQEEDACSCRCPQEEEGGGGGYEL. Result: 0 (no interaction). (4) The miRNA is cel-miR-79-3p with sequence AUAAAGCUAGGUUACCAAAGCU. The protein sequence of the target gene is MVAGMLGLRKEKSEDQDLQGLKEKPLKFKKVKKDKKEDKEGKHEPLQPSAHHSAEPAEAGKAETSESSGSAPAVPEASASPKQRRSIIRDRGPMYDDPTLPEGWTRKLKQRKSGRSAGKYDVYLINPQGKAFRSKVELIAYFEKVGDTSLDPNDFDFTVTGRGSPSRREQKPPKKPKSPKAPGTGRGRGRPKGSGTGRPKAAASEGVQVKRVLEKSPGKLLVKMPFQASPGGKGEGGGATTSAQVMVIKRPGRKRKAEADPQAIPKKRGRKPGSVVAAAAAEAKKKAVKESSIRSVQETV.... Result: 0 (no interaction). (5) The miRNA is hsa-miR-3202 with sequence UGGAAGGGAGAAGAGCUUUAAU. The protein sequence of the target gene is MDDEDGRCLLDVICDPQALNDFLHGSEKLDSDDLLDNPGEAQSAFYEGPGLHVQEASGNHLNPEPNQPAPSVDLDFLEDDILGSPATGGGGGGSGGADQPCDILQQSLQEANITEQTLEAEAELDLGPFQLPTLQPADGGAGPTGAGGAAAVAAGPQALFPGSTDLLGLQGPPTVLTHQALVPPQDVVNKALSVQPFLQPVGLGNVTLQPIPGLQGLPNGSPGGATAATLGLAPIQVVGQPVMALNTPTSQLLAKQVPVSGYLASAAGPSEPVTLASAGVSPQGAGLVIQKNLSAAVATT.... Result: 1 (interaction).